This data is from Forward reaction prediction with 1.9M reactions from USPTO patents (1976-2016). The task is: Predict the product of the given reaction. The product is: [NH2:11][C:9]1[N:8]=[CH:7][N:6]=[C:5]2[N:4]([CH:12]([CH3:14])[CH3:13])[N:3]=[C:2]([C:23]3[CH:35]=[CH:34][C:26]4[N:27]=[C:28]([NH:30][C:31](=[O:33])[CH3:32])[S:29][C:25]=4[CH:24]=3)[C:10]=12. Given the reactants I[C:2]1[C:10]2[C:5](=[N:6][CH:7]=[N:8][C:9]=2[NH2:11])[N:4]([CH:12]([CH3:14])[CH3:13])[N:3]=1.CC1(C)C(C)(C)OB([C:23]2[CH:35]=[CH:34][C:26]3[N:27]=[C:28]([NH:30][C:31](=[O:33])[CH3:32])[S:29][C:25]=3[CH:24]=2)O1.C1(P(C2C=CC=CC=2)C2C=CC=CC=2)C=CC=CC=1.C([O-])([O-])=O.[Na+].[Na+], predict the reaction product.